This data is from Full USPTO retrosynthesis dataset with 1.9M reactions from patents (1976-2016). The task is: Predict the reactants needed to synthesize the given product. (1) The reactants are: [CH3:1][N:2]([CH2:4][C:5]1[C:13]2[O:12][N:11]=[C:10]([CH2:14][CH2:15][CH:16]3[CH2:21][CH2:20][N:19]([C:22]4[S:23][CH:24]=[CH:25][N:26]=4)[CH2:18][CH2:17]3)[C:9]=2[CH:8]=[CH:7][C:6]=1[O:27][CH2:28][CH:29]1[CH2:31][CH2:30]1)[CH3:3].[ClH:32]. Given the product [ClH:32].[ClH:32].[CH3:1][N:2]([CH2:4][C:5]1[C:13]2[O:12][N:11]=[C:10]([CH2:14][CH2:15][CH:16]3[CH2:17][CH2:18][N:19]([C:22]4[S:23][CH:24]=[CH:25][N:26]=4)[CH2:20][CH2:21]3)[C:9]=2[CH:8]=[CH:7][C:6]=1[O:27][CH2:28][CH:29]1[CH2:30][CH2:31]1)[CH3:3], predict the reactants needed to synthesize it. (2) Given the product [C:9]1([S:15][CH:16]([S:28][C:29]2[CH:34]=[CH:33][CH:32]=[CH:31][CH:30]=2)[CH:17]2[CH2:26][CH2:25][C:24]3[C:19](=[CH:20][CH:21]=[CH:22][CH:23]=3)[C:18]2=[N:1][C:2]2[CH:7]=[CH:6][CH:5]=[CH:4][CH:3]=2)[CH:14]=[CH:13][CH:12]=[CH:11][CH:10]=1, predict the reactants needed to synthesize it. The reactants are: [NH2:1][C:2]1[CH:7]=[CH:6][C:5](C)=[CH:4][CH:3]=1.[C:9]1([S:15][CH:16]([S:28][C:29]2[CH:34]=[CH:33][CH:32]=[CH:31][CH:30]=2)[CH:17]2[CH2:26][CH2:25][C:24]3[C:19](=[CH:20][CH:21]=[CH:22][CH:23]=3)[C:18]2=O)[CH:14]=[CH:13][CH:12]=[CH:11][CH:10]=1.N12CCCN=C1CCCCC2.ClCCl. (3) Given the product [CH2:1]([O:3][C:4]([C:6]1([NH:16][C:23](=[O:24])[C:22]2[CH:26]=[CH:27][C:19]([O:18][CH3:17])=[C:20]([O:28][CH2:29][CH2:30][C:31]3[CH:32]=[C:33]([CH3:37])[CH:34]=[CH:35][CH:36]=3)[CH:21]=2)[CH2:14][C:13]2[C:8](=[CH:9][CH:10]=[CH:11][CH:12]=2)[C:7]1=[O:15])=[O:5])[CH3:2], predict the reactants needed to synthesize it. The reactants are: [CH2:1]([O:3][C:4]([C:6]1([NH2:16])[CH2:14][C:13]2[C:8](=[CH:9][CH:10]=[CH:11][CH:12]=2)[C:7]1=[O:15])=[O:5])[CH3:2].[CH3:17][O:18][C:19]1[CH:27]=[CH:26][C:22]([C:23](O)=[O:24])=[CH:21][C:20]=1[O:28][CH2:29][CH2:30][C:31]1[CH:32]=[C:33]([CH3:37])[CH:34]=[CH:35][CH:36]=1. (4) Given the product [CH2:1]([O:3][C:4](=[O:29])[CH2:5][S:6][C:7]1[S:11][C:10]([NH:12][C:13]([N:15]([CH:16]2[CH2:21][CH2:20][N:19]([S:32](=[O:34])(=[O:33])[N:31]([CH3:36])[CH3:30])[CH2:18][CH2:17]2)[C@H:22]2[CH2:23][CH2:24][C@H:25]([CH3:28])[CH2:26][CH2:27]2)=[O:14])=[N:9][CH:8]=1)[CH3:2].[CH3:30][N:31]([CH3:36])[S:32]([N:19]1[CH2:18][CH2:17][CH:16]([N:15]([C@H:22]2[CH2:27][CH2:26][C@H:25]([CH3:28])[CH2:24][CH2:23]2)[C:13](=[O:14])[NH:12][C:10]2[S:11][C:7]([S:6][CH2:5][C:4]([OH:3])=[O:29])=[CH:8][N:9]=2)[CH2:21][CH2:20]1)(=[O:34])=[O:33], predict the reactants needed to synthesize it. The reactants are: [CH2:1]([O:3][C:4](=[O:29])[CH2:5][S:6][C:7]1[S:11][C:10]([NH:12][C:13]([N:15]([C@H:22]2[CH2:27][CH2:26][C@H:25]([CH3:28])[CH2:24][CH2:23]2)[CH:16]2[CH2:21][CH2:20][NH:19][CH2:18][CH2:17]2)=[O:14])=[N:9][CH:8]=1)[CH3:2].[CH3:30][N:31]([CH3:36])[S:32](Cl)(=[O:34])=[O:33].